Dataset: Cav3 T-type calcium channel HTS with 100,875 compounds. Task: Binary Classification. Given a drug SMILES string, predict its activity (active/inactive) in a high-throughput screening assay against a specified biological target. The molecule is O=C(Nc1cc(ccc1)c1oc(nn1)c1ccccc1)C1CCCCC1. The result is 0 (inactive).